From a dataset of CYP2D6 inhibition data for predicting drug metabolism from PubChem BioAssay. Regression/Classification. Given a drug SMILES string, predict its absorption, distribution, metabolism, or excretion properties. Task type varies by dataset: regression for continuous measurements (e.g., permeability, clearance, half-life) or binary classification for categorical outcomes (e.g., BBB penetration, CYP inhibition). Dataset: cyp2d6_veith. (1) The drug is C[C@@]12CCC(=O)C=C1CC[C@@H]1[C@@H]2C(=O)C[C@]2(C)[C@@H]1CC[C@]2(O)C(=O)CO. The result is 0 (non-inhibitor). (2) The molecule is CCc1ccc(N2C(=O)c3ccc4c5c(ccc(c35)C2=O)CC4)cc1. The result is 0 (non-inhibitor). (3) The molecule is Cc1cc(C)c(C#N)c(OCC(=O)c2ccc(Br)cc2)n1. The result is 0 (non-inhibitor). (4) The molecule is NS(=O)(=O)c1ccc(CCNC(=O)C2CCCN2C(=O)OCc2ccccc2)cc1. The result is 0 (non-inhibitor). (5) The compound is Cc1cc(NC(=S)Nc2ccccc2)ccc1Br. The result is 1 (inhibitor). (6) The compound is COc1ccc(C(=O)N2CCC[C@@]3(CCN(Cc4cc(C(F)(F)F)cc(C(F)(F)F)c4)C3)C2)cc1. The result is 0 (non-inhibitor). (7) The molecule is Cc1ccccc1-c1cncnc1NCc1ccccc1. The result is 1 (inhibitor). (8) The molecule is CCOc1ccc(Cl)cc1CNCCNCCO.Cl. The result is 1 (inhibitor). (9) The molecule is CC(=O)N1CCN(S(=O)(=O)c2ccccc2)C1c1ccccc1. The result is 0 (non-inhibitor). (10) The result is 0 (non-inhibitor). The molecule is O=C(CSc1nc2ccccc2c(=O)n1Cc1ccccc1)NCc1ccco1.